Dataset: Forward reaction prediction with 1.9M reactions from USPTO patents (1976-2016). Task: Predict the product of the given reaction. (1) Given the reactants [Cl:1][C:2]1[CH:3]=[C:4]([NH:9][C:10]2[C:19]3[C:14](=[CH:15][C:16]([O:25][CH2:26][CH2:27]Br)=[C:17]([O:20][CH2:21][CH:22]4[CH2:24][CH2:23]4)[CH:18]=3)[N:13]=[CH:12][N:11]=2)[CH:5]=[CH:6][C:7]=1[F:8].[CH3:29][NH:30][CH:31]1[CH2:35][O:34][C:33](=[O:36])[CH2:32]1.C(=O)([O-])[O-].[K+].[K+].[I-].[Na+], predict the reaction product. The product is: [Cl:1][C:2]1[CH:3]=[C:4]([NH:9][C:10]2[C:19]3[C:14](=[CH:15][C:16]([O:25][CH2:26][CH2:27][N:30]([CH:31]4[CH2:35][O:34][C:33](=[O:36])[CH2:32]4)[CH3:29])=[C:17]([O:20][CH2:21][CH:22]4[CH2:24][CH2:23]4)[CH:18]=3)[N:13]=[CH:12][N:11]=2)[CH:5]=[CH:6][C:7]=1[F:8]. (2) Given the reactants C(OC([N:8]1[CH:13]2[CH2:14][CH2:15][CH:9]1[CH2:10][C:11]([OH:21])([C:16]1[O:17][CH:18]=[CH:19][N:20]=1)[CH2:12]2)=O)(C)(C)C.[ClH:22], predict the reaction product. The product is: [ClH:22].[O:17]1[CH:18]=[CH:19][N:20]=[C:16]1[C:11]1([OH:21])[CH2:12][CH:13]2[NH:8][CH:9]([CH2:15][CH2:14]2)[CH2:10]1. (3) Given the reactants [C:1]([C:5]1[N:6]=[C:7]([N:21]2[CH2:25][CH2:24][C@H:23]([OH:26])[CH2:22]2)[C:8]2[C:9](=[N:11][N:12]([CH2:14][C:15]3C(C)=NO[N:16]=3)[N:13]=2)[N:10]=1)([CH3:4])([CH3:3])[CH3:2].C(C1N=[C:33](N2CC[C@H](OC(=O)C(F)(F)F)C2)[C:34]2[N:39]=[N:38][NH:37][C:35]=2N=1)(C)(C)C.ClCC1N(C2CC2)N=NN=1, predict the reaction product. The product is: [C:1]([C:5]1[N:6]=[C:7]([N:21]2[CH2:25][CH2:24][C@H:23]([OH:26])[CH2:22]2)[C:8]2[C:9](=[N:11][N:12]([CH2:14][C:15]3[N:37]([CH:35]4[CH2:33][CH2:34]4)[N:38]=[N:39][N:16]=3)[N:13]=2)[N:10]=1)([CH3:4])([CH3:2])[CH3:3]. (4) Given the reactants [NH2:1][C:2]1[O:3][C:4]2[C:9]([CH:10]([C:14]3[CH:19]=[C:18]([O:20][CH3:21])[C:17]([O:22][CH3:23])=[C:16]([Br:24])[CH:15]=3)[C:11]=1[C:12]#[N:13])=[CH:8][CH:7]=[C:6]([NH2:25])[CH:5]=2.C(N(CC)C(C)C)(C)C.[Cl:35][CH2:36][C:37](Cl)=[O:38], predict the reaction product. The product is: [NH2:1][C:2]1[O:3][C:4]2[C:9]([CH:10]([C:14]3[CH:19]=[C:18]([O:20][CH3:21])[C:17]([O:22][CH3:23])=[C:16]([Br:24])[CH:15]=3)[C:11]=1[C:12]#[N:13])=[CH:8][CH:7]=[C:6]([NH:25][C:37](=[O:38])[CH2:36][Cl:35])[CH:5]=2. (5) Given the reactants C[O:2][C:3](=[O:44])[C:4]1[CH:9]=[CH:8][CH:7]=[CH:6][C:5]=1[O:10][C:11]1[CH:16]=[CH:15][CH:14]=[C:13]([O:17][CH2:18][CH2:19][CH2:20][O:21][C:22]2[CH:27]=[C:26]([O:28]CC3C=CC=CC=3)[C:25]([C:36](=O)[CH3:37])=[CH:24][C:23]=2[CH2:39][CH3:40])[C:12]=1[CH2:41][CH2:42][CH3:43].COC(OC)[N:48](C)C.C[N:54]([CH3:57])C=O, predict the reaction product. The product is: [CH2:39]([C:23]1[CH:24]=[C:25]([C:36]2[NH:48][N:54]=[CH:57][CH:37]=2)[C:26]([OH:28])=[CH:27][C:22]=1[O:21][CH2:20][CH2:19][CH2:18][O:17][C:13]1[C:12]([CH2:41][CH2:42][CH3:43])=[C:11]([CH:16]=[CH:15][CH:14]=1)[O:10][C:5]1[CH:6]=[CH:7][CH:8]=[CH:9][C:4]=1[C:3]([OH:2])=[O:44])[CH3:40]. (6) Given the reactants [CH3:1][O:2][C:3]1[CH:11]=[CH:10][C:6]([C:7]([OH:9])=[O:8])=[CH:5][CH:4]=1.[C:12]([O:16][CH2:17][CH2:18][CH2:19][CH3:20])(=[O:15])[CH:13]=[CH2:14], predict the reaction product. The product is: [CH3:1][O:2][C:3]1[CH:11]=[CH:10][C:6]2[C:7](=[O:9])[O:8][CH:14]([CH2:13][C:12]([O:16][CH2:17][CH2:18][CH2:19][CH3:20])=[O:15])[C:5]=2[CH:4]=1. (7) Given the reactants Cl[C:2]1[N:7]=[C:6]2[CH:8]=[N:9][CH:10]=[CH:11][C:5]2=[N:4][C:3]=1[N:12]1[CH2:17][CH2:16][CH:15]([O:18][C:19]2[CH:24]=[CH:23][C:22]([F:25])=[CH:21][C:20]=2[F:26])[CH2:14][CH2:13]1.Cl.[O:28]1[CH2:32][CH2:31][C@H:30]([NH2:33])[CH2:29]1.CCN(CC)CC, predict the reaction product. The product is: [F:26][C:20]1[CH:21]=[C:22]([F:25])[CH:23]=[CH:24][C:19]=1[O:18][CH:15]1[CH2:16][CH2:17][N:12]([C:3]2[N:4]=[C:5]3[CH:11]=[CH:10][N:9]=[CH:8][C:6]3=[N:7][C:2]=2[NH:33][C@H:30]2[CH2:31][CH2:32][O:28][CH2:29]2)[CH2:13][CH2:14]1. (8) Given the reactants [F:1][C:2]([F:28])([F:27])[C:3]1[CH:20]=[CH:19][C:6]([CH2:7][NH:8][C:9](=[O:18])[C:10]2[CH:15]=[CH:14][CH:13]=[C:12]([OH:16])[C:11]=2[NH2:17])=[C:5]([N:21]2[CH2:26][CH2:25][CH2:24][CH2:23][CH2:22]2)[CH:4]=1.Cl[CH2:30][C:31](Cl)=[O:32].C([O-])([O-])=O.[K+].[K+], predict the reaction product. The product is: [F:28][C:2]([F:1])([F:27])[C:3]1[CH:20]=[CH:19][C:6]([CH2:7][NH:8][C:9]([C:10]2[C:11]3[NH:17][C:31](=[O:32])[CH2:30][O:16][C:12]=3[CH:13]=[CH:14][CH:15]=2)=[O:18])=[C:5]([N:21]2[CH2:26][CH2:25][CH2:24][CH2:23][CH2:22]2)[CH:4]=1.